Dataset: Full USPTO retrosynthesis dataset with 1.9M reactions from patents (1976-2016). Task: Predict the reactants needed to synthesize the given product. (1) Given the product [C:8]1([C:14]2[S:15][CH:16]=[C:17]([C:19]([N:21]3[CH2:26][C:25]4([CH2:31][CH2:30][NH:29][CH2:28][CH2:27]4)[O:24][CH2:23][CH2:22]3)=[O:20])[N:18]=2)[CH:9]=[CH:10][CH:11]=[CH:12][CH:13]=1, predict the reactants needed to synthesize it. The reactants are: FC(F)(F)C(O)=O.[C:8]1([C:14]2[S:15][CH:16]=[C:17]([C:19]([N:21]3[CH2:26][C:25]4([CH2:31][CH2:30][N:29](C(OC(C)(C)C)=O)[CH2:28][CH2:27]4)[O:24][CH2:23][CH2:22]3)=[O:20])[N:18]=2)[CH:13]=[CH:12][CH:11]=[CH:10][CH:9]=1.C1(C)C=CC=CC=1. (2) Given the product [Cl:1][C:2]1[C:7]([C:8]([F:11])([F:9])[F:10])=[CH:6][N:5]=[C:4]([NH:12][C:13]2[CH:18]=[CH:17][C:16]([CH2:34][OH:35])=[CH:15][CH:14]=2)[N:3]=1, predict the reactants needed to synthesize it. The reactants are: [Cl:1][C:2]1[C:7]([C:8]([F:11])([F:10])[F:9])=[CH:6][N:5]=[C:4]([NH:12][C:13]2[CH:18]=[CH:17][C:16]([C@H](NC(=O)OC(C)(C)C)C)=[CH:15][CH:14]=2)[N:3]=1.NC1C=CC([CH2:34][OH:35])=CC=1. (3) Given the product [CH2:1]([C@H:6]1[CH2:7][CH2:8][C@H:9]([CH:12]2[CH2:17][CH2:16][CH:15]([CH:18]3[CH2:23][CH2:22][C:21]([CH2:6][CH2:1][CH2:2][CH3:3])([OH:24])[CH:20]=[CH:19]3)[CH2:14][CH2:13]2)[CH2:10][CH2:11]1)[CH2:2][CH2:3][CH2:4][CH3:5], predict the reactants needed to synthesize it. The reactants are: [CH2:1]([C@H:6]1[CH2:11][CH2:10][C@H:9]([CH:12]2[CH2:17][CH2:16][CH:15]([CH:18]3[CH2:23][CH2:22][C:21](=[O:24])[CH:20]=[CH:19]3)[CH2:14][CH2:13]2)[CH2:8][CH2:7]1)[CH2:2][CH2:3][CH2:4][CH3:5].[Cl-].[NH4+]. (4) Given the product [Cl-:15].[F:23][C:22]([F:25])([F:24])[C:19]1[CH:20]=[CH:21][C:16]([N:11]2[CH2:10][CH2:9][CH:8]([NH3+:7])[CH2:13][CH2:12]2)=[N:17][CH:18]=1, predict the reactants needed to synthesize it. The reactants are: C(OC(=O)[NH:7][CH:8]1[CH2:13][CH2:12][NH:11][CH2:10][CH2:9]1)(C)(C)C.[Cl:15][C:16]1[CH:21]=[CH:20][C:19]([C:22]([F:25])([F:24])[F:23])=[CH:18][N:17]=1.C(=O)([O-])[O-].[K+].[K+]. (5) Given the product [Cl:1][C:2]1[CH:3]=[C:4]([OH:11])[CH:6]=[CH:7][C:8]=1[S:9][CH3:10], predict the reactants needed to synthesize it. The reactants are: [Cl:1][C:2]1[CH:3]=[C:4]([CH:6]=[CH:7][C:8]=1[S:9][CH3:10])N.[OH:11]S(O)(=O)=O.N([O-])=O.[Na+]. (6) Given the product [NH:17]1[C:18]2[C:14](=[CH:13][C:12]([NH:11][C:9]3[C:10]4[C:2]([C:24]5[CH:25]=[CH:26][N:21]=[CH:22][CH:23]=5)=[CH:3][NH:4][C:5]=4[N:6]=[CH:7][N:8]=3)=[CH:20][CH:19]=2)[CH:15]=[N:16]1, predict the reactants needed to synthesize it. The reactants are: Br[C:2]1[C:10]2[C:9]([NH:11][C:12]3[CH:13]=[C:14]4[C:18](=[CH:19][CH:20]=3)[NH:17][N:16]=[CH:15]4)=[N:8][CH:7]=[N:6][C:5]=2[NH:4][CH:3]=1.[N:21]1[CH:26]=[CH:25][C:24](B(O)O)=[CH:23][CH:22]=1. (7) Given the product [ClH:1].[Cl:1][C:2]1[CH:7]=[CH:6][C:5]([Cl:8])=[CH:4][C:3]=1[C@H:9]([NH2:11])[CH3:10], predict the reactants needed to synthesize it. The reactants are: [Cl:1][C:2]1[CH:7]=[CH:6][C:5]([Cl:8])=[CH:4][C:3]=1[C@H:9]([NH:11]S(C(C)(C)C)=O)[CH3:10].Cl.O1CCOCC1.